From a dataset of Full USPTO retrosynthesis dataset with 1.9M reactions from patents (1976-2016). Predict the reactants needed to synthesize the given product. (1) Given the product [N:1]([CH2:4][C:5]1([CH3:16])[CH2:9][C:8]2[CH:10]=[C:11]([C:28]3[CH:27]=[CH:26][C:25]([C:23]([N:20]4[CH2:21][CH2:22][O:17][CH2:18][CH2:19]4)=[O:24])=[CH:30][CH:29]=3)[CH:12]=[C:13]([Cl:14])[C:7]=2[O:6]1)=[N+:2]=[N-:3], predict the reactants needed to synthesize it. The reactants are: [N:1]([CH2:4][C:5]1([CH3:16])[CH2:9][C:8]2[CH:10]=[C:11](Br)[CH:12]=[C:13]([Cl:14])[C:7]=2[O:6]1)=[N+:2]=[N-:3].[O:17]1[CH2:22][CH2:21][N:20]([C:23]([C:25]2[CH:30]=[CH:29][C:28](B3OC(C)(C)C(C)(C)O3)=[CH:27][CH:26]=2)=[O:24])[CH2:19][CH2:18]1.C([O-])([O-])=O.[K+].[K+]. (2) Given the product [F:15][C:16]([F:24])([F:23])[C:17]([C:2]1[O:6][C:5]([C:7](=[O:9])[CH2:10][CH2:11][CH2:12][CH3:13])=[CH:4][CH:3]=1)([OH:18])[C:19]([F:22])([F:21])[F:20], predict the reactants needed to synthesize it. The reactants are: Br[C:2]1[O:6][C:5]([C:7]([OH:9])=O)=[CH:4][CH:3]=1.[CH2:10]([Li])[CH2:11][CH2:12][CH3:13].[F:15][C:16]([F:24])([F:23])[C:17]([C:19]([F:22])([F:21])[F:20])=[O:18]. (3) Given the product [F:22][C:20]([F:21])([F:23])[C:17]1[CH:18]=[CH:19][C:14]([C:12]2[S:4][C:3]3[CH:5]=[CH:6][CH:7]=[CH:8][C:2]=3[C:1](=[O:10])[N:13]=2)=[N:15][CH:16]=1, predict the reactants needed to synthesize it. The reactants are: [C:1]([O:10]C)(=O)[C:2]1[C:3](=[CH:5][CH:6]=[CH:7][CH:8]=1)[SH:4].[C:12]([C:14]1[CH:19]=[CH:18][C:17]([C:20]([F:23])([F:22])[F:21])=[CH:16][N:15]=1)#[N:13].C(N(CC)CC)C. (4) Given the product [O:19]1[C:2]2([CH2:6][CH2:5][N:4]([C:7]([O:9][CH2:10][C:11]3[CH:16]=[CH:15][CH:14]=[CH:13][CH:12]=3)=[O:8])[CH2:3]2)[O:1][CH2:17][CH2:18]1, predict the reactants needed to synthesize it. The reactants are: [O:1]=[C:2]1[CH2:6][CH2:5][N:4]([C:7]([O:9][CH2:10][C:11]2[CH:16]=[CH:15][CH:14]=[CH:13][CH:12]=2)=[O:8])[CH2:3]1.[CH2:17](O)[CH2:18][OH:19].O.C1(C)C=CC(S(O)(=O)=O)=CC=1.C1(C)C=CC=CC=1. (5) Given the product [C:1]([O:5][C:6](=[O:30])[C:7]1[CH:12]=[C:11]([N:13]([S:20]([CH3:23])(=[O:22])=[O:21])[C:14]2[CH:15]=[CH:16][CH:17]=[CH:18][CH:19]=2)[CH:10]=[C:9]([C:24]#[CH:25])[CH:8]=1)([CH3:4])([CH3:3])[CH3:2], predict the reactants needed to synthesize it. The reactants are: [C:1]([O:5][C:6](=[O:30])[C:7]1[CH:12]=[C:11]([N:13]([S:20]([CH3:23])(=[O:22])=[O:21])[C:14]2[CH:19]=[CH:18][CH:17]=[CH:16][CH:15]=2)[CH:10]=[C:9]([C:24]#[C:25]C(O)(C)C)[CH:8]=1)([CH3:4])([CH3:3])[CH3:2].[H-].[Na+]. (6) Given the product [ClH:17].[N:1]12[CH2:9][CH2:8][CH:5]([CH2:6][CH2:7]1)[N:4]([C:15]([C:11]1[O:10][CH:14]=[CH:13][CH:12]=1)=[O:16])[CH2:3][CH2:2]2, predict the reactants needed to synthesize it. The reactants are: [N:1]12[CH2:9][CH2:8][CH:5]([CH2:6][CH2:7]1)[NH:4][CH2:3][CH2:2]2.[O:10]1[CH:14]=[CH:13][CH:12]=[C:11]1[C:15]([Cl:17])=[O:16].C(N(C(C)C)CC)(C)C.